This data is from Forward reaction prediction with 1.9M reactions from USPTO patents (1976-2016). The task is: Predict the product of the given reaction. (1) Given the reactants [CH3:1][C:2]([O:5][C:6](=[O:12])[N:7]([CH2:9][CH2:10][NH2:11])[CH3:8])([CH3:4])[CH3:3].Cl[C:14]1[N:19]=[CH:18][C:17]([Br:20])=[CH:16][N:15]=1.C(N(CC)C(C)C)(C)C.C([O-])([O-])=O.[K+].[K+], predict the reaction product. The product is: [CH3:4][C:2]([O:5][C:6](=[O:12])[N:7]([CH2:9][CH2:10][NH:11][C:14]1[N:19]=[CH:18][C:17]([Br:20])=[CH:16][N:15]=1)[CH3:8])([CH3:1])[CH3:3]. (2) Given the reactants Cl.[O:2]([C:9]1[CH:14]=[CH:13][C:12]([N:15]2[CH2:20][CH2:19][CH:18]([NH2:21])[CH2:17][CH2:16]2)=[CH:11][CH:10]=1)[C:3]1[CH:8]=[CH:7][CH:6]=[CH:5][CH:4]=1.[CH3:22][O:23][C:24](=[O:27])[CH2:25]Br, predict the reaction product. The product is: [CH3:22][O:23][C:24](=[O:27])[CH2:25][NH:21][CH:18]1[CH2:19][CH2:20][N:15]([C:12]2[CH:13]=[CH:14][C:9]([O:2][C:3]3[CH:8]=[CH:7][CH:6]=[CH:5][CH:4]=3)=[CH:10][CH:11]=2)[CH2:16][CH2:17]1. (3) Given the reactants [NH2:1][C:2]1[N:7]=[CH:6][N:5]=[C:4]2[N:8]([CH2:25][C@H:26]3[CH2:30][CH2:29][CH2:28][N:27]3[C:31](=[O:35])[CH2:32][C:33]#[N:34])[N:9]=[C:10]([C:11]3[CH:16]=[CH:15][C:14]([O:17][C:18]4[CH:23]=[CH:22][CH:21]=[CH:20][CH:19]=4)=[CH:13][C:12]=3[F:24])[C:3]=12.C(Cl)Cl.N1CCCCC1.[CH:45]([C:47]1([NH:50][C:51](=[O:57])[O:52][C:53]([CH3:56])([CH3:55])[CH3:54])[CH2:49][CH2:48]1)=O, predict the reaction product. The product is: [NH2:1][C:2]1[N:7]=[CH:6][N:5]=[C:4]2[N:8]([CH2:25][C@H:26]3[CH2:30][CH2:29][CH2:28][N:27]3[C:31](=[O:35])[C:32]([C:33]#[N:34])=[CH:45][C:47]3([NH:50][C:51](=[O:57])[O:52][C:53]([CH3:56])([CH3:55])[CH3:54])[CH2:48][CH2:49]3)[N:9]=[C:10]([C:11]3[CH:16]=[CH:15][C:14]([O:17][C:18]4[CH:19]=[CH:20][CH:21]=[CH:22][CH:23]=4)=[CH:13][C:12]=3[F:24])[C:3]=12. (4) Given the reactants [Cl:1][C:2]1[CH:7]=[CH:6][C:5]([C:8]2([CH3:38])[C:12]([C:14]3[CH:19]=[CH:18][C:17]([Cl:20])=[CH:16][CH:15]=3)([CH3:13])[N:11]([C:21](Cl)=[O:22])[C:10]([C:24]3[CH:29]=[CH:28][C:27]([C:30]([O:33][CH3:34])([CH3:32])[CH3:31])=[CH:26][C:25]=3[O:35][CH2:36][CH3:37])=[N:9]2)=[CH:4][CH:3]=1.Cl.Cl.[CH3:41][S:42]([CH2:45][CH2:46][CH2:47][N:48]1[CH2:53][CH2:52][NH:51][CH2:50][CH2:49]1)(=[O:44])=[O:43], predict the reaction product. The product is: [Cl:1][C:2]1[CH:3]=[CH:4][C:5]([C:8]2([CH3:38])[C:12]([C:14]3[CH:19]=[CH:18][C:17]([Cl:20])=[CH:16][CH:15]=3)([CH3:13])[N:11]([C:21]([N:51]3[CH2:50][CH2:49][N:48]([CH2:47][CH2:46][CH2:45][S:42]([CH3:41])(=[O:43])=[O:44])[CH2:53][CH2:52]3)=[O:22])[C:10]([C:24]3[CH:29]=[CH:28][C:27]([C:30]([O:33][CH3:34])([CH3:31])[CH3:32])=[CH:26][C:25]=3[O:35][CH2:36][CH3:37])=[N:9]2)=[CH:6][CH:7]=1. (5) The product is: [N:8]([CH2:1][C:2]1[CH:7]=[CH:6][CH:5]=[CH:4][CH:3]=1)=[C:16]=[S:17]. Given the reactants [CH2:1]([NH2:8])[C:2]1[CH:7]=[CH:6][CH:5]=[CH:4][CH:3]=1.C(N(CC)CC)C.[C:16](Cl)(Cl)=[S:17], predict the reaction product. (6) Given the reactants ClC(Cl)(Cl)[C:3]([C:5]1[N:14]2[C:8]([CH2:9][N:10]([C:19]([C:21]3[CH:26]=[CH:25][C:24]([C:27]4[C:32]([CH3:33])=[CH:31][CH:30]=[CH:29][C:28]=4[CH3:34])=[C:23]([CH3:35])[CH:22]=3)=[O:20])[C:11]3[CH:18]=[CH:17][CH:16]=[CH:15][C:12]=3[CH2:13]2)=[CH:7][CH:6]=1)=[O:4].[NH2:38][CH2:39][C:40]1[CH:41]=[N:42][CH:43]=[CH:44][CH:45]=1.CS(C)=O.C(N(CC)CC)C, predict the reaction product. The product is: [N:42]1[CH:43]=[CH:44][CH:45]=[C:40]([CH2:39][NH:38][C:3]([C:5]2[N:14]3[C:8]([CH2:9][N:10]([C:19]([C:21]4[CH:26]=[CH:25][C:24]([C:27]5[C:28]([CH3:34])=[CH:29][CH:30]=[CH:31][C:32]=5[CH3:33])=[C:23]([CH3:35])[CH:22]=4)=[O:20])[C:11]4[CH:18]=[CH:17][CH:16]=[CH:15][C:12]=4[CH2:13]3)=[CH:7][CH:6]=2)=[O:4])[CH:41]=1. (7) Given the reactants [C:1]1([CH3:26])[CH:6]=[CH:5][CH:4]=[CH:3][C:2]=1[C:7]1[CH:8]=[C:9]([N:17]2[CH2:22][CH2:21][N:20](C(O)=O)[CH2:19][CH2:18]2)[N:10]=[N:11][C:12]=1[C:13]([F:16])([F:15])[F:14], predict the reaction product. The product is: [N:17]1([C:9]2[N:10]=[N:11][C:12]([C:13]([F:15])([F:14])[F:16])=[C:7]([C:2]3[CH:3]=[CH:4][CH:5]=[CH:6][C:1]=3[CH3:26])[CH:8]=2)[CH2:18][CH2:19][NH:20][CH2:21][CH2:22]1.